This data is from Catalyst prediction with 721,799 reactions and 888 catalyst types from USPTO. The task is: Predict which catalyst facilitates the given reaction. (1) Reactant: [C:1]([C:3]1[C:11]2[C:6](=[CH:7][C:8]([OH:12])=[CH:9][CH:10]=2)[N:5]([CH:13]2[CH2:16][CH2:15][CH2:14]2)[C:4]=1[C:17]1[CH:22]=[CH:21][C:20]([NH:23][C:24]([NH:26][CH:27]([CH3:29])[CH3:28])=[O:25])=[CH:19][CH:18]=1)#[N:2].C([O-])([O-])=O.[K+].[K+].Br[CH2:37][CH2:38][CH2:39][Cl:40]. Product: [Cl:40][CH2:39][CH2:38][CH2:37][O:12][C:8]1[CH:7]=[C:6]2[C:11]([C:3]([C:1]#[N:2])=[C:4]([C:17]3[CH:18]=[CH:19][C:20]([NH:23][C:24]([NH:26][CH:27]([CH3:29])[CH3:28])=[O:25])=[CH:21][CH:22]=3)[N:5]2[CH:13]2[CH2:14][CH2:15][CH2:16]2)=[CH:10][CH:9]=1. The catalyst class is: 10. (2) Reactant: C(O[C:6](=O)[N:7]([CH2:9][CH2:10][C:11]1[CH:16]=[CH:15][C:14]([F:17])=[C:13]([O:18][CH3:19])[CH:12]=1)C)(C)(C)C.[ClH:21].C(OCC)(=O)C. Product: [ClH:21].[F:17][C:14]1[CH:15]=[CH:16][C:11]([CH2:10][CH2:9][NH:7][CH3:6])=[CH:12][C:13]=1[O:18][CH3:19]. The catalyst class is: 698. (3) Reactant: [CH3:1][O:2][C:3]1[CH:22]=[CH:21][C:6]([CH2:7][N:8]2[C:13](=[O:14])[C:12]3[CH:15]=[C:16]([F:20])[C:17](F)=[CH:18][C:11]=3[O:10][CH2:9]2)=[CH:5][CH:4]=1.[CH3:23][NH2:24].O. Product: [CH3:1][O:2][C:3]1[CH:22]=[CH:21][C:6]([CH2:7][N:8]2[C:13](=[O:14])[C:12]3[CH:15]=[C:16]([F:20])[C:17]([NH:24][CH3:23])=[CH:18][C:11]=3[O:10][CH2:9]2)=[CH:5][CH:4]=1. The catalyst class is: 16. (4) Reactant: [N:1]1[CH:6]=[CH:5][C:4]([C:7]2[N:11]3[CH:12]=[CH:13][N:14]=[CH:15][C:10]3=[N:9][N:8]=2)=[CH:3][CH:2]=1. Product: [N:1]1[CH:2]=[CH:3][C:4]([C:7]2[N:11]3[CH2:12][CH2:13][NH:14][CH2:15][C:10]3=[N:9][N:8]=2)=[CH:5][CH:6]=1. The catalyst class is: 63.